This data is from Full USPTO retrosynthesis dataset with 1.9M reactions from patents (1976-2016). The task is: Predict the reactants needed to synthesize the given product. (1) Given the product [Br:14][CH2:15][CH2:16][C:17]([O:19][CH2:47][C:41]([O:40][C:37]([C:31]([O:30][C:27]([C:24]([C:20]([F:21])([F:22])[F:23])([F:25])[F:26])([F:28])[F:29])([C:33]([F:36])([F:35])[F:34])[F:32])([F:39])[F:38])([C:43]([F:46])([F:45])[F:44])[F:42])=[O:18], predict the reactants needed to synthesize it. The reactants are: FC(F)(F)C(OC(=O)C(F)(F)F)=O.[Br:14][CH2:15][CH2:16][C:17]([OH:19])=[O:18].[C:20]([C:24]([C:27]([O:30][C:31]([C:37]([O:40][C:41]([CH2:47]O)([C:43]([F:46])([F:45])[F:44])[F:42])([F:39])[F:38])([C:33]([F:36])([F:35])[F:34])[F:32])([F:29])[F:28])([F:26])[F:25])([F:23])([F:22])[F:21]. (2) The reactants are: [CH2:1]([O:8][C:9]1[CH:14]=[CH:13][N:12]([C:15]2[CH:16]=[C:17]3[C:21](=[CH:22][CH:23]=2)[N:20]([CH2:24][CH2:25][CH2:26][O:27][Si](C(C)(C)C)(C)C)[N:19]=[CH:18]3)[C:11](=[O:35])[CH:10]=1)[C:2]1[CH:7]=[CH:6][CH:5]=[CH:4][CH:3]=1.CCCC[N+](CCCC)(CCCC)CCCC.[F-].O. Given the product [CH2:1]([O:8][C:9]1[CH:14]=[CH:13][N:12]([C:15]2[CH:16]=[C:17]3[C:21](=[CH:22][CH:23]=2)[N:20]([CH2:24][CH2:25][CH2:26][OH:27])[N:19]=[CH:18]3)[C:11](=[O:35])[CH:10]=1)[C:2]1[CH:7]=[CH:6][CH:5]=[CH:4][CH:3]=1, predict the reactants needed to synthesize it. (3) Given the product [CH3:13][S:14]([O:12][CH2:11][CH:3]1[CH2:4][N:5]2[CH:10]([CH2:9][CH2:8][CH2:7][CH2:6]2)[CH2:1][CH2:2]1)(=[O:16])=[O:15], predict the reactants needed to synthesize it. The reactants are: [CH2:1]1[CH:10]2[N:5]([CH2:6][CH2:7][CH2:8][CH2:9]2)[CH2:4][CH:3]([CH2:11][OH:12])[CH2:2]1.[CH3:13][S:14](Cl)(=[O:16])=[O:15]. (4) Given the product [CH2:1]([C:5]1[N:6]([CH3:28])[C:7]2[C:16]3[CH:15]=[C:14]([O:17][CH2:18][CH2:19][CH:20]4[CH2:21][CH2:22][N:23]([C:34]([CH:29]5[CH2:33][CH2:32][CH2:31][CH2:30]5)=[O:35])[CH2:24][CH2:25]4)[CH:13]=[CH:12][C:11]=3[N:10]=[C:9]([NH2:26])[C:8]=2[N:27]=1)[CH2:2][CH2:3][CH3:4], predict the reactants needed to synthesize it. The reactants are: [CH2:1]([C:5]1[N:6]([CH3:28])[C:7]2[C:16]3[CH:15]=[C:14]([O:17][CH2:18][CH2:19][CH:20]4[CH2:25][CH2:24][NH:23][CH2:22][CH2:21]4)[CH:13]=[CH:12][C:11]=3[N:10]=[C:9]([NH2:26])[C:8]=2[N:27]=1)[CH2:2][CH2:3][CH3:4].[CH:29]1([C:34](Cl)=[O:35])[CH2:33][CH2:32][CH2:31][CH2:30]1. (5) The reactants are: [OH:1][C@@:2]1([C:9]#[C:10][C:11]2[CH:12]=[C:13]([C:17]3[CH:18]=[CH:19][C:20]([CH3:27])=[C:21]([CH:26]=3)[C:22]([O:24]C)=O)[CH:14]=[CH:15][CH:16]=2)[CH2:6][CH2:5][N:4]([CH3:7])[C:3]1=[O:8].[NH3:28]. Given the product [OH:1][C@@:2]1([C:9]#[C:10][C:11]2[CH:12]=[C:13]([C:17]3[CH:18]=[CH:19][C:20]([CH3:27])=[C:21]([CH:26]=3)[C:22]([NH2:28])=[O:24])[CH:14]=[CH:15][CH:16]=2)[CH2:6][CH2:5][N:4]([CH3:7])[C:3]1=[O:8], predict the reactants needed to synthesize it. (6) The reactants are: C(OC(=O)COC1C=CC(Cl)=CC=1C#CC1C=CC=C(S(CCC)(=O)=O)C=1)(C)(C)C.[C:31]([O:35][C:36](=[O:48])[CH2:37][O:38][C:39]1[CH:44]=[CH:43][C:42]([Cl:45])=[CH:41][C:40]=1[C:46]#[CH:47])([CH3:34])([CH3:33])[CH3:32].Br[C:50]1[CH:51]=[C:52]([S:57]([N:60]2[CH2:63][CH2:62][CH2:61]2)(=[O:59])=[O:58])[CH:53]=[CH:54][C:55]=1[CH3:56]. Given the product [C:31]([O:35][C:36](=[O:48])[CH2:37][O:38][C:39]1[CH:44]=[CH:43][C:42]([Cl:45])=[CH:41][C:40]=1[C:46]#[C:47][C:50]1[CH:51]=[C:52]([S:57]([N:60]2[CH2:63][CH2:62][CH2:61]2)(=[O:58])=[O:59])[CH:53]=[CH:54][C:55]=1[CH3:56])([CH3:34])([CH3:33])[CH3:32], predict the reactants needed to synthesize it. (7) Given the product [C:1]1([C:7]23[O:19][CH:8]2[CH2:9][CH2:10][CH2:11][CH2:12]3)[CH:6]=[CH:5][CH:4]=[CH:3][CH:2]=1, predict the reactants needed to synthesize it. The reactants are: [C:1]1([C:7]2[CH2:12][CH2:11][CH2:10][CH2:9][CH:8]=2)[CH:6]=[CH:5][CH:4]=[CH:3][CH:2]=1.N1C=CC=CC=1.[OH:19]OS([O-])=O.[K+]. (8) Given the product [C:14]1([C:20]2[CH:21]=[CH:22][C:23]3[N:24]([C:39]4[CH:40]=[C:41]([NH:42][C:11]5[CH:12]=[CH:13][C:8]([C:5]6[CH:6]=[CH:7][CH:2]=[CH:3][CH:4]=6)=[CH:9][CH:10]=5)[CH:43]=[CH:44][CH:45]=4)[C:25]4[C:30]([C:31]=3[CH:32]=2)=[CH:29][C:28]([C:33]2[CH:38]=[CH:37][CH:36]=[CH:35][CH:34]=2)=[CH:27][CH:26]=4)[CH:15]=[CH:16][CH:17]=[CH:18][CH:19]=1, predict the reactants needed to synthesize it. The reactants are: Br[C:2]1[CH:7]=[CH:6][C:5]([C:8]2[CH:13]=[CH:12][CH:11]=[CH:10][CH:9]=2)=[CH:4][CH:3]=1.[C:14]1([C:20]2[CH:21]=[CH:22][C:23]3[N:24]([C:39]4[CH:40]=[C:41]([CH:43]=[CH:44][CH:45]=4)[NH2:42])[C:25]4[C:30]([C:31]=3[CH:32]=2)=[CH:29][C:28]([C:33]2[CH:38]=[CH:37][CH:36]=[CH:35][CH:34]=2)=[CH:27][CH:26]=4)[CH:19]=[CH:18][CH:17]=[CH:16][CH:15]=1.C(P(C(C)(C)C)C(C)(C)C)(C)(C)C.CC(C)([O-])C.[Na+]. (9) Given the product [CH:56]([O:55][C:53]([C:49]1[N:50]2[C@H:45]([S:46][CH2:47][C:48]=1[CH2:69][Cl:70])[C@H:44]([NH:43][C:24](=[O:25])/[C:23](=[N:22]\[O:21][C@@H:8]([CH2:7][C:6]([O:5][C:1]([CH3:4])([CH3:3])[CH3:2])=[O:41])[C:9]([O:11][CH2:12][C:13]1[CH:18]=[CH:17][C:16]([O:19][CH3:20])=[CH:15][CH:14]=1)=[O:10])/[C:27]1[N:28]=[C:29]([NH:33][C:34]([O:36][C:37]([CH3:40])([CH3:39])[CH3:38])=[O:35])[S:30][C:31]=1[Cl:32])[C:51]2=[O:52])=[O:54])([C:57]1[CH:62]=[CH:61][CH:60]=[CH:59][CH:58]=1)[C:63]1[CH:68]=[CH:67][CH:66]=[CH:65][CH:64]=1, predict the reactants needed to synthesize it. The reactants are: [C:1]([O:5][C:6](=[O:41])[CH2:7][C@H:8]([O:21]/[N:22]=[C:23](/[C:27]1[N:28]=[C:29]([NH:33][C:34]([O:36][C:37]([CH3:40])([CH3:39])[CH3:38])=[O:35])[S:30][C:31]=1[Cl:32])\[C:24](O)=[O:25])[C:9]([O:11][CH2:12][C:13]1[CH:18]=[CH:17][C:16]([O:19][CH3:20])=[CH:15][CH:14]=1)=[O:10])([CH3:4])([CH3:3])[CH3:2].Cl.[NH2:43][C@@H:44]1[C:51](=[O:52])[N:50]2[C@@H:45]1[S:46][CH2:47][C:48]([CH2:69][Cl:70])=[C:49]2[C:53]([O:55][CH:56]([C:63]1[CH:68]=[CH:67][CH:66]=[CH:65][CH:64]=1)[C:57]1[CH:62]=[CH:61][CH:60]=[CH:59][CH:58]=1)=[O:54].P(Cl)(Cl)(=O)OC1C=CC=CC=1.CN1CCOCC1.